Dataset: Full USPTO retrosynthesis dataset with 1.9M reactions from patents (1976-2016). Task: Predict the reactants needed to synthesize the given product. (1) The reactants are: [Cl:1][C:2]1[CH:7]=[C:6]([Cl:8])[CH:5]=[CH:4][C:3]=1[C:9]1[N:10]=[C:11](/[CH:14]=[CH:15]/[C:16]2[CH:21]=[CH:20][C:19]([C:22]3[CH:27]=[CH:26][C:25]([C:28](O)=[O:29])=[CH:24][CH:23]=3)=[CH:18][CH:17]=2)[NH:12][CH:13]=1.Cl.[NH2:32][CH2:33][C:34]1[CH:43]=[CH:42][C:37]([C:38]([O:40]C)=[O:39])=[CH:36][CH:35]=1. Given the product [Cl:1][C:2]1[CH:7]=[C:6]([Cl:8])[CH:5]=[CH:4][C:3]=1[C:9]1[N:10]=[C:11](/[CH:14]=[CH:15]/[C:16]2[CH:21]=[CH:20][C:19]([C:22]3[CH:23]=[CH:24][C:25]([C:28]([NH:32][CH2:33][C:34]4[CH:43]=[CH:42][C:37]([C:38]([OH:40])=[O:39])=[CH:36][CH:35]=4)=[O:29])=[CH:26][CH:27]=3)=[CH:18][CH:17]=2)[NH:12][CH:13]=1, predict the reactants needed to synthesize it. (2) Given the product [Cl:1][C:2]1[CH:3]=[C:4]([N:8]2[C:13](=[O:14])[C:12]([OH:15])=[C:11]([C:17]3[CH:22]=[CH:21][C:20]([S:23]([CH3:26])(=[O:25])=[O:24])=[CH:19][CH:18]=3)[CH:10]=[N:9]2)[CH:5]=[CH:6][CH:7]=1, predict the reactants needed to synthesize it. The reactants are: [Cl:1][C:2]1[CH:3]=[C:4]([N:8]2[C:13](=[O:14])[C:12]([O:15]C)=[C:11]([C:17]3[CH:22]=[CH:21][C:20]([S:23]([CH3:26])(=[O:25])=[O:24])=[CH:19][CH:18]=3)[CH:10]=[N:9]2)[CH:5]=[CH:6][CH:7]=1.Cl. (3) Given the product [C:1]([C:4]1[N:5]([CH2:22][C:23]2[CH:24]=[CH:25][C:26]([NH:29][S:39]([C:36]3[CH:35]=[CH:34][C:33]([C:30]([OH:32])=[O:31])=[CH:38][CH:37]=3)(=[O:41])=[O:40])=[CH:27][CH:28]=2)[C:6](=[O:21])[C:7]2[C:12]([C:13]=1[C:14]1[CH:19]=[CH:18][CH:17]=[CH:16][CH:15]=1)=[CH:11][C:10]([Br:20])=[CH:9][CH:8]=2)(=[O:3])[CH3:2], predict the reactants needed to synthesize it. The reactants are: [C:1]([C:4]1[N:5]([CH2:22][C:23]2[CH:28]=[CH:27][C:26]([NH2:29])=[CH:25][CH:24]=2)[C:6](=[O:21])[C:7]2[C:12]([C:13]=1[C:14]1[CH:19]=[CH:18][CH:17]=[CH:16][CH:15]=1)=[CH:11][C:10]([Br:20])=[CH:9][CH:8]=2)(=[O:3])[CH3:2].[C:30]([C:33]1[CH:38]=[CH:37][C:36]([S:39](Cl)(=[O:41])=[O:40])=[CH:35][CH:34]=1)([OH:32])=[O:31]. (4) Given the product [O:40]1[C:39]2[CH:44]=[CH:45][C:36]([CH2:35][NH:8][CH:9]3[CH2:10][CH2:11][N:12]([CH2:15][CH2:16][N:17]4[C:26]5[C:21](=[C:22]([O:27][CH2:28][C:29]([O:31][CH2:32][CH3:33])=[O:30])[CH:23]=[CH:24][CH:25]=5)[CH:20]=[CH:19][C:18]4=[O:34])[CH2:13][CH2:14]3)=[CH:37][C:38]=2[O:43][CH2:42][CH2:41]1, predict the reactants needed to synthesize it. The reactants are: C(OC([N:8]([CH2:35][C:36]1[CH:45]=[CH:44][C:39]2[O:40][CH2:41][CH2:42][O:43][C:38]=2[CH:37]=1)[CH:9]1[CH2:14][CH2:13][N:12]([CH2:15][CH2:16][N:17]2[C:26]3[C:21](=[C:22]([O:27][CH2:28][C:29]([O:31][CH2:32][CH3:33])=[O:30])[CH:23]=[CH:24][CH:25]=3)[CH:20]=[CH:19][C:18]2=[O:34])[CH2:11][CH2:10]1)=O)(C)(C)C.FC(F)(F)C(O)=O. (5) Given the product [CH2:16]([C:15]([C:12]1[CH:13]=[CH:14][C:9]([C:8]#[C:7][CH2:6][CH2:5][CH2:4][C:3]([OH:36])=[O:2])=[C:10]([CH3:35])[CH:11]=1)([C:18]1[CH:23]=[CH:22][C:21]([CH2:24][CH2:25][CH:26]([OH:31])[C:27]([CH3:29])([CH3:30])[CH3:28])=[C:20]([CH3:32])[CH:19]=1)[CH2:33][CH3:34])[CH3:17], predict the reactants needed to synthesize it. The reactants are: C[O:2][C:3](=[O:36])[CH2:4][CH2:5][CH2:6][C:7]#[C:8][C:9]1[CH:14]=[CH:13][C:12]([C:15]([CH2:33][CH3:34])([C:18]2[CH:23]=[CH:22][C:21]([CH2:24][CH2:25][CH:26]([OH:31])[C:27]([CH3:30])([CH3:29])[CH3:28])=[C:20]([CH3:32])[CH:19]=2)[CH2:16][CH3:17])=[CH:11][C:10]=1[CH3:35].[OH-].[Na+].C(OCC)(=O)C. (6) Given the product [F:25][C:2]([F:1])([F:26])[C:3]1[CH:4]=[CH:5][C:6]([C:9]2[O:13][C:12]([C:14]3[CH:24]=[CH:23][C:17]([C:18]([OH:20])=[O:19])=[CH:16][CH:15]=3)=[CH:11][CH:10]=2)=[CH:7][CH:8]=1, predict the reactants needed to synthesize it. The reactants are: [F:1][C:2]([F:26])([F:25])[C:3]1[CH:8]=[CH:7][C:6]([C:9]2[O:13][C:12]([C:14]3[CH:24]=[CH:23][C:17]([C:18]([O:20]CC)=[O:19])=[CH:16][CH:15]=3)=[CH:11][CH:10]=2)=[CH:5][CH:4]=1.[OH-].[Na+].O1CCCC1.Cl.